This data is from Peptide-MHC class II binding affinity with 134,281 pairs from IEDB. The task is: Regression. Given a peptide amino acid sequence and an MHC pseudo amino acid sequence, predict their binding affinity value. This is MHC class II binding data. (1) The peptide sequence is FLIYITELLKKLQST. The MHC is HLA-DQA10401-DQB10402 with pseudo-sequence HLA-DQA10401-DQB10402. The binding affinity (normalized) is 0.0303. (2) The peptide sequence is RMAMTDTTPFGQQRV. The MHC is DRB3_0101 with pseudo-sequence DRB3_0101. The binding affinity (normalized) is 0.216. (3) The peptide sequence is RDGGQLRIPSLLHGG. The MHC is DRB1_1101 with pseudo-sequence DRB1_1101. The binding affinity (normalized) is 0.245. (4) The peptide sequence is HGDGLGFLLDAAIRI. The MHC is DRB1_0802 with pseudo-sequence DRB1_0802. The binding affinity (normalized) is 0.170. (5) The MHC is DRB3_0101 with pseudo-sequence DRB3_0101. The binding affinity (normalized) is 0.342. The peptide sequence is VTKDTNDNNLYKLHG. (6) The peptide sequence is ALFKAIEAYLLAHPD. The MHC is HLA-DQA10501-DQB10301 with pseudo-sequence HLA-DQA10501-DQB10301. The binding affinity (normalized) is 0.392. (7) The binding affinity (normalized) is 0.0566. The MHC is DRB5_0101 with pseudo-sequence DRB5_0101. The peptide sequence is WTGGGSDKALAAATP.